From a dataset of Reaction yield outcomes from USPTO patents with 853,638 reactions. Predict the reaction yield, written as a fraction of the theoretical maximum amount of product (1.0 means a 100% yield; for example, 0.34 means a 34% yield). (1) The reactants are [CH3:1][O:2][C:3](=[O:42])[CH2:4][C:5]1[CH:10]=[CH:9][CH:8]=[CH:7][C:6]=1[C:11]#[C:12][C:13]1[C:18]([C:19]([F:22])([F:21])[F:20])=[CH:17][N:16]=[C:15]([NH:23][C:24]2[CH:29]=[CH:28][C:27]([CH:30]3[CH2:34][CH2:33][N:32]([C:35]([O:37][C:38]([CH3:41])([CH3:40])[CH3:39])=[O:36])[CH2:31]3)=[CH:26][CH:25]=2)[N:14]=1. The catalyst is CCO.CN(C=O)C.CN(C=O)C.CCO.[Pd]. The product is [CH3:1][O:2][C:3](=[O:42])[CH2:4][C:5]1[CH:10]=[CH:9][CH:8]=[CH:7][C:6]=1[CH2:11][CH2:12][C:13]1[C:18]([C:19]([F:21])([F:22])[F:20])=[CH:17][N:16]=[C:15]([NH:23][C:24]2[CH:29]=[CH:28][C:27]([CH:30]3[CH2:34][CH2:33][N:32]([C:35]([O:37][C:38]([CH3:40])([CH3:41])[CH3:39])=[O:36])[CH2:31]3)=[CH:26][CH:25]=2)[N:14]=1. The yield is 0.240. (2) The reactants are [CH3:1][O:2][C:3]1[CH:4]=[C:5]([NH:15][C:16]([NH2:18])=[NH:17])[CH:6]=[CH:7][C:8]=1[N:9]1[CH:13]=[C:12]([CH3:14])[N:11]=[CH:10]1.[CH3:19][O:20][C:21]1[CH:22]=[C:23]([CH2:27][C:28]([CH:30]2[C:35](=O)[CH2:34][CH2:33][O:32][CH2:31]2)=O)[CH:24]=[CH:25][CH:26]=1.C(=O)([O-])[O-].[K+].[K+].C(Cl)Cl. The catalyst is C(O)C.O. The product is [CH3:1][O:2][C:3]1[CH:4]=[C:5]([NH:15][C:16]2[N:18]=[C:28]([CH2:27][C:23]3[CH:24]=[CH:25][CH:26]=[C:21]([O:20][CH3:19])[CH:22]=3)[C:30]3[CH2:31][O:32][CH2:33][CH2:34][C:35]=3[N:17]=2)[CH:6]=[CH:7][C:8]=1[N:9]1[CH:13]=[C:12]([CH3:14])[N:11]=[CH:10]1. The yield is 0.0600. (3) The product is [CH3:25][O:26][C:27](=[O:35])[C:28]1[CH:33]=[CH:32][C:31]([S:34][C:2]2[S:6][C:5]([NH:7][C:8]([NH:10][C:11]3[CH:16]=[CH:15][C:14]([CH3:17])=[CH:13][C:12]=3[C:18]([CH:20]3[CH2:24][CH2:23][CH2:22][CH2:21]3)=[O:19])=[O:9])=[N:4][CH:3]=2)=[N:30][CH:29]=1. No catalyst specified. The yield is 0.200. The reactants are Br[C:2]1[S:6][C:5]([NH:7][C:8]([NH:10][C:11]2[CH:16]=[CH:15][C:14]([CH3:17])=[CH:13][C:12]=2[C:18]([CH:20]2[CH2:24][CH2:23][CH2:22][CH2:21]2)=[O:19])=[O:9])=[N:4][CH:3]=1.[CH3:25][O:26][C:27](=[O:35])[C:28]1[CH:33]=[CH:32][C:31]([SH:34])=[N:30][CH:29]=1. (4) The reactants are [CH:1]([C:4]1[O:8][C:7]([C@H:9]2[CH2:14][CH2:13][C@H:12]([C:15]([OH:17])=O)[CH2:11][CH2:10]2)=[N:6][N:5]=1)([CH3:3])[CH3:2].CCN=C=NCCCN(C)C.Cl.C1C=CC2N(O)N=NC=2C=1.O.[NH2:41][CH2:42][CH2:43][NH:44][C:45](=[O:51])[O:46][C:47]([CH3:50])([CH3:49])[CH3:48]. The catalyst is CN(C=O)C.CCOC(C)=O. The product is [CH:1]([C:4]1[O:8][C:7]([C@H:9]2[CH2:10][CH2:11][C@H:12]([C:15]([NH:41][CH2:42][CH2:43][NH:44][C:45](=[O:51])[O:46][C:47]([CH3:49])([CH3:48])[CH3:50])=[O:17])[CH2:13][CH2:14]2)=[N:6][N:5]=1)([CH3:2])[CH3:3]. The yield is 0.823. (5) The reactants are [CH3:1][O:2][C:3]1[CH:8]=[CH:7][C:6]([NH2:9])=[CH:5][CH:4]=1.C1N=CN([C:15](N2C=NC=C2)=[O:16])C=1.[CH2:22]([O:24][C:25](=[O:44])[CH2:26][CH2:27][C:28]1[CH:33]=[CH:32][CH:31]=[C:30]([N:34]2[C:38]([NH2:39])=[CH:37][C:36]([C:40]([CH3:43])([CH3:42])[CH3:41])=[N:35]2)[CH:29]=1)[CH3:23]. The catalyst is CN(C=O)C. The product is [CH2:22]([O:24][C:25](=[O:44])[CH2:26][CH2:27][C:28]1[CH:33]=[CH:32][CH:31]=[C:30]([N:34]2[C:38]([NH:39][C:15]([NH:9][C:6]3[CH:7]=[CH:8][C:3]([O:2][CH3:1])=[CH:4][CH:5]=3)=[O:16])=[CH:37][C:36]([C:40]([CH3:43])([CH3:42])[CH3:41])=[N:35]2)[CH:29]=1)[CH3:23]. The yield is 0.450. (6) The reactants are ClC(Cl)(O[C:5](=[O:11])OC(Cl)(Cl)Cl)Cl.[Br:13][C:14]1[C:19]([CH3:20])=[CH:18][C:17]([NH2:21])=[CH:16][C:15]=1[CH3:22].O. The catalyst is O1CCOCC1. The product is [Br:13][C:14]1[C:19]([CH3:20])=[CH:18][C:17]([N:21]=[C:5]=[O:11])=[CH:16][C:15]=1[CH3:22]. The yield is 0.410. (7) The reactants are [F:1][C:2]1[CH:7]=[CH:6][C:5]([C:8](=[NH:20])[NH:9][C:10]2[CH:15]=[CH:14][C:13]([S:16]([CH3:19])(=[O:18])=[O:17])=[CH:12][CH:11]=2)=[CH:4][CH:3]=1.C(=O)(O)[O-].[Na+].Br[CH2:27][C:28](=[O:33])[C:29]([F:32])([F:31])[F:30]. The catalyst is C(O)(C)C. The product is [F:1][C:2]1[CH:3]=[CH:4][C:5]([C:8]2[N:9]([C:10]3[CH:15]=[CH:14][C:13]([S:16]([CH3:19])(=[O:17])=[O:18])=[CH:12][CH:11]=3)[CH2:27][C:28]([OH:33])([C:29]([F:32])([F:31])[F:30])[N:20]=2)=[CH:6][CH:7]=1. The yield is 0.530. (8) The reactants are [C:7](O[C:7](=[O:11])[CH:8]([CH3:10])[CH3:9])(=[O:11])[CH:8]([CH3:10])[CH3:9].Cl.[Br:13][C:14]1[CH:15]=[C:16]([NH:20][NH2:21])[CH:17]=[CH:18][CH:19]=1.C(N(CC)CC)C. The catalyst is ClCCl. The product is [Br:13][C:14]1[CH:15]=[C:16]([NH:20][NH:21][C:7](=[O:11])[CH:8]([CH3:9])[CH3:10])[CH:17]=[CH:18][CH:19]=1. The yield is 0.780. (9) The reactants are [OH-:1].[K+].Cl.[NH2:4]O.[CH3:6][C:7]1([C:12]2[CH:19]=[CH:18][C:15]([C:16]#[N:17])=[CH:14][CH:13]=2)[O:11][CH2:10][CH2:9][O:8]1. The catalyst is CO. The product is [OH:1][NH:17][C:16]([C:15]1[CH:18]=[CH:19][C:12]([C:7]2([CH3:6])[O:8][CH2:9][CH2:10][O:11]2)=[CH:13][CH:14]=1)=[NH:4]. The yield is 0.860.